Dataset: Catalyst prediction with 721,799 reactions and 888 catalyst types from USPTO. Task: Predict which catalyst facilitates the given reaction. Reactant: C([Li])CCC.C(NC(C)C)(C)C.[C:13]([O:16][C:17]([CH3:20])([CH3:19])[CH3:18])(=[O:15])[CH3:14].C([O:23][C:24](=O)[CH2:25][CH:26]([OH:30])[CH2:27][C:28]#[N:29])C. Product: [C:28]([CH2:27][CH:26]([OH:30])[CH2:25][C:24](=[O:23])[CH2:14][C:13]([O:16][C:17]([CH3:20])([CH3:19])[CH3:18])=[O:15])#[N:29]. The catalyst class is: 7.